This data is from Peptide-MHC class I binding affinity with 185,985 pairs from IEDB/IMGT. The task is: Regression. Given a peptide amino acid sequence and an MHC pseudo amino acid sequence, predict their binding affinity value. This is MHC class I binding data. (1) The peptide sequence is MTNNPPIPV. The MHC is Mamu-A01 with pseudo-sequence Mamu-A01. The binding affinity (normalized) is 0.127. (2) The peptide sequence is EEIRRIWRQ. The MHC is HLA-A26:03 with pseudo-sequence HLA-A26:03. The binding affinity (normalized) is 0.0847.